From a dataset of Reaction yield outcomes from USPTO patents with 853,638 reactions. Predict the reaction yield, written as a fraction of the theoretical maximum amount of product (1.0 means a 100% yield; for example, 0.34 means a 34% yield). The reactants are [CH3:1][C:2]1[CH:3]=[CH:4][C:5]([N+:16]([O-])=O)=[C:6]([CH2:8][CH2:9][N:10]2[CH2:15][CH2:14][O:13][CH2:12][CH2:11]2)[CH:7]=1. The catalyst is CO.[Pd]. The product is [CH3:1][C:2]1[CH:3]=[CH:4][C:5]([NH2:16])=[C:6]([CH2:8][CH2:9][N:10]2[CH2:15][CH2:14][O:13][CH2:12][CH2:11]2)[CH:7]=1. The yield is 0.830.